From a dataset of Forward reaction prediction with 1.9M reactions from USPTO patents (1976-2016). Predict the product of the given reaction. (1) The product is: [CH3:20][O:21][C:22]([C:24]1[CH:25]=[C:26]2[C:30](=[CH:31][CH:32]=1)[N:29]([C:15]([C:10]1[C:9]([C:6]3[CH:5]=[CH:4][C:3]([C:2]([F:1])([F:19])[F:18])=[CH:8][CH:7]=3)=[CH:14][CH:13]=[CH:12][CH:11]=1)=[O:17])[CH2:28][CH2:27]2)=[O:23]. Given the reactants [F:1][C:2]([F:19])([F:18])[C:3]1[CH:8]=[CH:7][C:6]([C:9]2[C:10]([C:15]([OH:17])=O)=[CH:11][CH:12]=[CH:13][CH:14]=2)=[CH:5][CH:4]=1.[CH3:20][O:21][C:22]([C:24]1[CH:25]=[C:26]2[C:30](=[CH:31][CH:32]=1)[NH:29][CH2:28][CH2:27]2)=[O:23].C1CN([P+](Br)(N2CCCC2)N2CCCC2)CC1.F[P-](F)(F)(F)(F)F.CCN(C(C)C)C(C)C, predict the reaction product. (2) Given the reactants [F:1][C:2]1[CH:9]=[CH:8][C:5]([CH2:6][OH:7])=[CH:4][C:3]=1[N+:10]([O-:12])=[O:11].C(N(CC)CC)C, predict the reaction product. The product is: [F:1][C:2]1[CH:9]=[CH:8][C:5]([CH:6]=[O:7])=[CH:4][C:3]=1[N+:10]([O-:12])=[O:11]. (3) Given the reactants [CH2:1]([B:8]([Cl:10])Cl)[C:2]1[CH:7]=[CH:6][CH:5]=[CH:4][CH:3]=1.C#C.C(=O)=O.[CH3:16][C:17](C)=O.[OH-].[Na+], predict the reaction product. The product is: [Cl:10][B:8]1[CH:17]=[CH:16][C:3]2[C:2](=[CH:7][CH:6]=[CH:5][CH:4]=2)[CH2:1]1. (4) Given the reactants [H-].[Al+3].[Li+].[H-].[H-].[H-].[CH:7]([O:10][C:11]1[CH:20]=[C:19]2[C:14]([CH2:15][CH2:16][NH:17][CH:18]2[C:21](O)=[O:22])=[CH:13][C:12]=1[O:24][CH3:25])([CH3:9])[CH3:8], predict the reaction product. The product is: [CH:7]([O:10][C:11]1[CH:20]=[C:19]2[C:14]([CH2:15][CH2:16][NH:17][CH:18]2[CH2:21][OH:22])=[CH:13][C:12]=1[O:24][CH3:25])([CH3:9])[CH3:8]. (5) Given the reactants [CH3:1][C:2]1[C:6]([CH2:7][N:8]2[CH:12]=[C:11]([N:13]3[C:17](=[O:18])[CH:16]([CH2:19][C:20](O)=[O:21])[NH:15][C:14]3=[O:23])[CH:10]=[N:9]2)=[C:5]([CH3:24])[O:4][N:3]=1.[CH3:25][O:26][C:27]1[CH:28]=[C:29]([CH2:33][NH2:34])[CH:30]=[CH:31][CH:32]=1, predict the reaction product. The product is: [CH3:1][C:2]1[C:6]([CH2:7][N:8]2[CH:12]=[C:11]([N:13]3[C:17](=[O:18])[CH:16]([CH2:19][C:20]([NH:34][CH2:33][C:29]4[CH:30]=[CH:31][CH:32]=[C:27]([O:26][CH3:25])[CH:28]=4)=[O:21])[NH:15][C:14]3=[O:23])[CH:10]=[N:9]2)=[C:5]([CH3:24])[O:4][N:3]=1. (6) Given the reactants [Cl:1][C:2]1[CH:3]=[CH:4][C:5]([O:25][CH:26]([F:28])[F:27])=[C:6]([C:8]2[C:13]([O:14][CH3:15])=[CH:12][N:11]([CH:16]([CH2:20][CH2:21][O:22][CH3:23])[C:17](O)=[O:18])[C:10](=[O:24])[CH:9]=2)[CH:7]=1.[NH2:29][C:30]1[CH:42]=[CH:41][C:33]([C:34]([O:36][C:37]([CH3:40])([CH3:39])[CH3:38])=[O:35])=[CH:32][CH:31]=1, predict the reaction product. The product is: [Cl:1][C:2]1[CH:3]=[CH:4][C:5]([O:25][CH:26]([F:28])[F:27])=[C:6]([C:8]2[C:13]([O:14][CH3:15])=[CH:12][N:11]([CH:16]([CH2:20][CH2:21][O:22][CH3:23])[C:17]([NH:29][C:30]3[CH:42]=[CH:41][C:33]([C:34]([O:36][C:37]([CH3:38])([CH3:39])[CH3:40])=[O:35])=[CH:32][CH:31]=3)=[O:18])[C:10](=[O:24])[CH:9]=2)[CH:7]=1. (7) Given the reactants [Cl:1][C:2]1[CH:7]=[CH:6][C:5]([NH:8][C:9](=[O:21])[C:10]2[CH:15]=[CH:14][C:13]([C:16]([F:19])([F:18])[F:17])=[N:12][C:11]=2[CH3:20])=[CH:4][C:3]=1[C:22]1[CH:27]=[CH:26][C:25]([OH:28])=[CH:24][N:23]=1.I[CH2:30][CH3:31], predict the reaction product. The product is: [Cl:1][C:2]1[CH:7]=[CH:6][C:5]([NH:8][C:9](=[O:21])[C:10]2[CH:15]=[CH:14][C:13]([C:16]([F:17])([F:19])[F:18])=[N:12][C:11]=2[CH3:20])=[CH:4][C:3]=1[C:22]1[CH:27]=[CH:26][C:25]([O:28][CH2:30][CH3:31])=[CH:24][N:23]=1. (8) The product is: [CH2:1]([O:19][CH2:22][CH:24]1[CH2:25][O:26]1)[CH2:2][CH2:3][CH2:4][CH2:5][CH2:6][CH2:7][CH2:8]/[CH:9]=[CH:10]\[CH2:11]/[CH:12]=[CH:13]\[CH2:14][CH2:15][CH2:16][CH2:17][CH3:18]. Given the reactants [CH2:1]([OH:19])[CH2:2][CH2:3][CH2:4][CH2:5][CH2:6][CH2:7][CH2:8]/[CH:9]=[CH:10]\[CH2:11]/[CH:12]=[CH:13]\[CH2:14][CH2:15][CH2:16][CH2:17][CH3:18].[OH-].[Na+].[CH2:22]([CH:24]1[O:26][CH2:25]1)Cl, predict the reaction product. (9) Given the reactants [CH:1]1[C:14]2[C:5](=[N:6][C:7]3[C:12]([C:13]=2[NH:15][CH2:16][CH2:17][NH:18][CH2:19][C:20]([OH:22])=[O:21])=[CH:11][CH:10]=[CH:9][CH:8]=3)[CH:4]=[CH:3][CH:2]=1.C(N(CC)CC)C.[CH3:30][C:31]([O:34][C:35](O[C:35]([O:34][C:31]([CH3:33])([CH3:32])[CH3:30])=[O:36])=[O:36])([CH3:33])[CH3:32], predict the reaction product. The product is: [CH:1]1[C:14]2[C:5](=[N:6][C:7]3[C:12]([C:13]=2[NH:15][CH2:16][CH2:17][N:18]([C:35]([O:34][C:31]([CH3:33])([CH3:32])[CH3:30])=[O:36])[CH2:19][C:20]([OH:22])=[O:21])=[CH:11][CH:10]=[CH:9][CH:8]=3)[CH:4]=[CH:3][CH:2]=1. (10) Given the reactants [O:1]1[CH2:6][CH2:5][N:4]([CH2:7][CH2:8][O:9][C:10]2[CH:15]=[CH:14][C:13](C3C=CC(CC(NCC4C=CC=CC=4)=O)=NC=3)=[CH:12][CH:11]=2)[CH2:3][CH2:2]1.ClCCN1CCOCC1.[Br:42]C1C=CC(O)=CC=1, predict the reaction product. The product is: [Br:42][C:13]1[CH:14]=[CH:15][C:10]([O:9][CH2:8][CH2:7][N:4]2[CH2:5][CH2:6][O:1][CH2:2][CH2:3]2)=[CH:11][CH:12]=1.